This data is from B-cell epitopes from IEDB database with 3,159 antigens for binding position prediction. The task is: Token-level Classification. Given an antigen amino acid sequence, predict which amino acid positions are active epitope sites capable of antibody binding. Output is a list of indices for active positions. (1) Given the antigen sequence: MACAHLCKEADIKTALEARKAADTFNFKTFFHTIGFASKSADDVKKAFKVIDQDASGFIEVEELKLFLQNFCPKARELTDAETKAFLKAGDADGDGMIGIDEFAVLVKQ, which amino acid positions are active epitope sites? The epitope positions are: [69, 70, 71, 72, 73, 74, 75, 76, 77, 78, 79, 80, 81, 82, 83]. The amino acids at these positions are: NFCPKARELTDAETK. (2) Given the antigen sequence: MALRGFCSADGSDPLWDWNVTWNTSNPDFTKCFQNTVLVWVPCFYLWACFPFYFLYLSRHDRGYIQMTPLNKTKTALGFLLWIVCWADLFYSFWERSRGIFLAPVFLVSPTLLGITMLLATFLIQLERRKGVQSSGIMLTFWLVALVCALAILRSKIMTALKEDAQVDLFRDITFYVYFSLLLIQLVLSCFSDRSPLFSETIHDPNPCPESSASFLSRITFWWITGLIVRGYRQPLEGSDLWSLNKEDTSEQVVPVLVKNWKKECAKTRKQPVKVVYSSKDPAQPKESSKVDANEEVEALIVKSPQKEWNPSLFKVLYKTFGPYFLMSFFFKAIHDLMMFSGPQILKLLIKFVNDTKAPDWQGYFYTVLLFVTACLQTLVLHQYFHICFVSGMRIKTAVIGAVYRKALVITNSARKSSTVGEIVNLMSVDAQRFMDLATYINMIWSAPLQVILALYLLWLNLGPSVLAGVAVMVLMVPVNAVMAMKTKTYQVAHMKSKDN..., which amino acid positions are active epitope sites? The epitope positions are: [1062, 1063, 1064, 1065, 1066, 1067, 1068, 1069, 1070, 1071]. The amino acids at these positions are: FFERTPSGNL.